This data is from Forward reaction prediction with 1.9M reactions from USPTO patents (1976-2016). The task is: Predict the product of the given reaction. (1) The product is: [CH2:16]([N:19]1[C:27]2[C:22](=[CH:23][CH:24]=[CH:25][CH:26]=2)[CH:21]=[CH:20]1)[CH2:17][CH3:18].[CH3:18][CH2:17][CH2:16][N:19]1[C:27]2[CH:26]=[CH:25][CH:24]=[CH:23][C:22]=2[C:21]([C:13]([C:10]2[CH:9]=[CH:8][CH:7]=[C:6]3[CH:5]=[CH:4][C:3]([O:2][CH3:1])=[CH:12][C:11]=23)=[O:15])=[CH:20]1. Given the reactants [CH3:1][O:2][C:3]1[CH:12]=[C:11]2[C:6]([CH:7]=[CH:8][CH:9]=[C:10]2[C:13]([OH:15])=O)=[CH:5][CH:4]=1.[CH2:16]([N:19]1[C:27]2[C:22](=[CH:23][CH:24]=[CH:25][CH:26]=2)[CH:21]=[CH:20]1)[CH2:17][CH3:18], predict the reaction product. (2) Given the reactants [CH3:1][O:2][C:3]([C:5]1[CH:10]=[CH:9][C:8]([C:11]2[CH:16]=[CH:15][C:14]([CH2:17]OS(C)(=O)=O)=[CH:13][CH:12]=2)=[CH:7][CH:6]=1)=[O:4].[C:23]([N:27]1[C:31](=[O:32])[CH2:30][CH:29]([C:33]2[CH:38]=[CH:37][C:36]([CH2:39][SH:40])=[CH:35][CH:34]=2)[S:28]1(=[O:42])=[O:41])([CH3:26])([CH3:25])[CH3:24], predict the reaction product. The product is: [CH3:1][O:2][C:3]([C:5]1[CH:6]=[CH:7][C:8]([C:11]2[CH:12]=[CH:13][C:14]([CH2:17][S:40][CH2:39][C:36]3[CH:35]=[CH:34][C:33]([CH:29]4[S:28](=[O:41])(=[O:42])[N:27]([C:23]([CH3:25])([CH3:24])[CH3:26])[C:31](=[O:32])[CH2:30]4)=[CH:38][CH:37]=3)=[CH:15][CH:16]=2)=[CH:9][CH:10]=1)=[O:4]. (3) Given the reactants [C:1]([N:4]1[CH2:9][CH2:8][C:7]2[C:10]([C:14]#[N:15])=[C:11]([NH2:13])[S:12][C:6]=2[CH2:5]1)(=[O:3])[CH3:2].CO[C:18]1[CH:19]=[C:20]([CH:24]=[CH:25][CH:26]=1)[C:21](Cl)=[O:22], predict the reaction product. The product is: [C:14]([C:10]1[C:7]2[CH2:8][CH2:9][N:4]([C:1](=[O:3])[CH2:2][CH2:5][N:4]3[C:21](=[O:22])[C:20]4[C:24](=[CH:25][CH:26]=[CH:18][CH:19]=4)[C:1]3=[O:3])[CH2:5][C:6]=2[S:12][C:11]=1[NH:13][C:21](=[O:22])[C:20]1[CH:19]=[CH:18][CH:26]=[CH:25][CH:24]=1)#[N:15]. (4) Given the reactants [CH2:1]([C:3]1[S:4][C:5]([CH:13]=[O:14])=[CH:6][C:7]=1[C:8]([O:10][CH2:11][CH3:12])=[O:9])[CH3:2].C[Si](C)(C)[O:17][CH2:18][CH2:19]O[Si](C)(C)C.C(Cl)Cl.FC(F)(F)S(O[Si](C)(C)C)(=O)=O, predict the reaction product. The product is: [O:14]1[CH2:19][CH2:18][O:17][CH:13]1[C:5]1[S:4][C:3]([CH2:1][CH3:2])=[C:7]([C:8]([O:10][CH2:11][CH3:12])=[O:9])[CH:6]=1. (5) Given the reactants C(OC([NH:8][C:9](=O)[C@H:10]([CH2:12][C:13]1[CH:18]=[CH:17][CH:16]=[CH:15][CH:14]=1)[NH2:11])=O)(C)(C)C.N1[CH:25]=[CH:24][CH:23]=CC=1.FC(F)(F)[C:28]([O:30]C(=O)C(F)(F)F)=[O:29].O1CCOC[CH2:40]1, predict the reaction product. The product is: [C:9]([C@@H:10]([NH:11][C:28](=[O:29])[O:30][C:24]([CH3:23])([CH3:25])[CH3:40])[CH2:12][C:13]1[CH:14]=[CH:15][CH:16]=[CH:17][CH:18]=1)#[N:8]. (6) Given the reactants [F:1][C:2]([F:14])([F:13])[S:3]([NH:6][CH2:7][CH2:8][CH2:9][C:10](Cl)=[O:11])(=[O:5])=[O:4].[C:15]([O:19][C:20](=[O:48])[NH:21][C:22]([C:24]1[S:25][C:26]([S:46][CH3:47])=[C:27]([S:29]([C:32]2[CH:33]=[C:34]([C:38]3[C:43]([CH3:44])=[CH:42][CH:41]=[CH:40][C:39]=3[NH2:45])[CH:35]=[CH:36][CH:37]=2)(=[O:31])=[O:30])[CH:28]=1)=[NH:23])([CH3:18])([CH3:17])[CH3:16], predict the reaction product. The product is: [C:15]([O:19][C:20](=[O:48])[NH:21][C:22](=[NH:23])[C:24]1[S:25][C:26]([S:46][CH3:47])=[C:27]([S:29]([C:32]2[CH:33]=[C:34]([C:38]3[C:43]([CH3:44])=[CH:42][CH:41]=[CH:40][C:39]=3[NH:45][C:10](=[O:11])[CH2:9][CH2:8][CH2:7][NH:6][S:3]([C:2]([F:14])([F:13])[F:1])(=[O:5])=[O:4])[CH:35]=[CH:36][CH:37]=2)(=[O:30])=[O:31])[CH:28]=1)([CH3:16])([CH3:18])[CH3:17]. (7) Given the reactants [F:1][C:2]1[C:7]([F:8])=[CH:6][C:5]([NH:9][C:10]2[CH:17]=[CH:16][C:15]([C:18]([F:21])([F:20])[F:19])=[CH:14][C:11]=2[C:12]#[N:13])=[C:4]([N+:22]([O-])=O)[CH:3]=1.[Sn](Cl)[Cl:26], predict the reaction product. The product is: [ClH:26].[F:8][C:7]1[C:2]([F:1])=[CH:3][C:4]2[N:22]=[C:12]([NH2:13])[C:11]3[CH:14]=[C:15]([C:18]([F:21])([F:20])[F:19])[CH:16]=[CH:17][C:10]=3[NH:9][C:5]=2[CH:6]=1.